From a dataset of Forward reaction prediction with 1.9M reactions from USPTO patents (1976-2016). Predict the product of the given reaction. (1) Given the reactants [Cl:1][C:2]1[CH:3]=[C:4]([CH:9]=[C:10]2[S:14][C:13](=[S:15])[NH:12][C:11]2=[O:16])[CH:5]=[CH:6][C:7]=1[Cl:8].[C:17](Cl)(=[O:24])[C:18]1[CH:23]=[CH:22][CH:21]=[CH:20][CH:19]=1, predict the reaction product. The product is: [Cl:1][C:2]1[CH:3]=[C:4]([CH:9]=[C:10]2[S:14][C:13](=[S:15])[N:12]([C:17](=[O:24])[C:18]3[CH:23]=[CH:22][CH:21]=[CH:20][CH:19]=3)[C:11]2=[O:16])[CH:5]=[CH:6][C:7]=1[Cl:8]. (2) Given the reactants [N:1]1([C:13](=[O:14])[C:12]2[N:10]([CH3:11])[CH:9]=[N:8][C:7]=2[N:5]([CH3:6])[C:3]1=[O:4])[CH3:2].S(=O)(=O)(O)O.[F:20][C:21](I)([F:23])[F:22].OO, predict the reaction product. The product is: [F:20][C:21]([F:23])([F:22])[C:9]1[N:10]([CH3:11])[C:12]2[C:13](=[O:14])[N:1]([CH3:2])[C:3](=[O:4])[N:5]([CH3:6])[C:7]=2[N:8]=1. (3) Given the reactants [NH2:1][C@H:2]1[C:11]2[C:6](=[CH:7][CH:8]=[C:9](Br)[CH:10]=2)[N:5]([C:13](=[O:15])[CH3:14])[C@@H:4]([CH3:16])[C@@H:3]1[CH3:17].CC1(C)C(C)(C)OB([C:26]2[CH2:31][CH2:30][N:29]([C:32]([O:34][C:35]([CH3:38])([CH3:37])[CH3:36])=[O:33])[CH2:28][CH:27]=2)O1.C(=O)([O-])[O-].[Cs+].[Cs+], predict the reaction product. The product is: [C:13]([N:5]1[C:6]2[C:11](=[CH:10][C:9]([C:26]3[CH2:31][CH2:30][N:29]([C:32]([O:34][C:35]([CH3:38])([CH3:37])[CH3:36])=[O:33])[CH2:28][CH:27]=3)=[CH:8][CH:7]=2)[C@H:2]([NH2:1])[C@@H:3]([CH3:17])[C@@H:4]1[CH3:16])(=[O:15])[CH3:14]. (4) Given the reactants [CH3:1][O:2][C:3]1[CH:4]=[C:5]([C:11]([CH3:15])([CH3:14])[C:12]#N)[CH:6]=[C:7]([O:9][CH3:10])[CH:8]=1.C(O)CCC.[OH-:21].[Na+].[OH2:23], predict the reaction product. The product is: [CH3:1][O:2][C:3]1[CH:4]=[C:5]([C:11]([CH3:15])([CH3:14])[C:12]([OH:23])=[O:21])[CH:6]=[C:7]([O:9][CH3:10])[CH:8]=1. (5) The product is: [ClH:15].[CH3:16][N:17]([CH2:19][C:2]1[O:3][C:4]2[NH:5][C:6](=[O:14])[C:7]3[CH:8]=[CH:9][CH:10]=[CH:11][C:12]=3[C:13]=2[CH:1]=1)[CH3:18]. Given the reactants [CH:1]1[C:13]2[C:12]3[CH:11]=[CH:10][CH:9]=[CH:8][C:7]=3[C:6](=[O:14])[NH:5][C:4]=2[O:3][CH:2]=1.[Cl-:15].[CH3:16][N+:17](=[CH2:19])[CH3:18], predict the reaction product. (6) Given the reactants [CH3:1][O:2][C:3]1[CH:4]=[C:5]([CH:9]2[CH2:14][CH2:13][CH2:12][CH2:11][C:10]2=[O:15])[CH:6]=[CH:7][CH:8]=1.[H-].[Na+].I[CH2:19][CH2:20][CH3:21].C(O)C, predict the reaction product. The product is: [CH3:1][O:2][C:3]1[CH:4]=[C:5]([C:9]2([CH2:19][CH2:20][CH3:21])[CH2:14][CH2:13][CH2:12][CH2:11][C:10]2=[O:15])[CH:6]=[CH:7][CH:8]=1.